This data is from Forward reaction prediction with 1.9M reactions from USPTO patents (1976-2016). The task is: Predict the product of the given reaction. The product is: [Cl:28][C:29]1[CH:37]=[CH:36][CH:35]=[C:34]([CH:38]2[CH2:39][CH2:40][CH2:41][CH2:42]2)[C:30]=1[C:31]([N:13]1[C:14]2[C:15](=[N:16][CH:17]=[CH:18][CH:19]=2)[C:11]([C:10]2[CH:9]=[CH:8][C:4]([C:5]([OH:7])=[O:6])=[CH:3][C:2]=2[F:1])=[N:12]1)=[O:32]. Given the reactants [F:1][C:2]1[CH:3]=[C:4]([CH:8]=[CH:9][C:10]=1[C:11]1[C:15]2=[N:16][CH:17]=[CH:18][CH:19]=[C:14]2[NH:13][N:12]=1)[C:5]([OH:7])=[O:6].[Li+].CC([N-]C(C)C)C.[Cl:28][C:29]1[CH:37]=[CH:36][CH:35]=[C:34]([CH:38]2[CH2:42][CH2:41][CH2:40][CH2:39]2)[C:30]=1[C:31](Cl)=[O:32], predict the reaction product.